From a dataset of Reaction yield outcomes from USPTO patents with 853,638 reactions. Predict the reaction yield, written as a fraction of the theoretical maximum amount of product (1.0 means a 100% yield; for example, 0.34 means a 34% yield). (1) The reactants are [S:1]1[C:5]2[CH:6]=[CH:7][CH:8]=[CH:9][C:4]=2[N:3]=[C:2]1[C:10]1[C:11](=[O:26])[O:12][C:13]2[C:18]([CH:19]=1)=[CH:17][CH:16]=[C:15]([N:20]1[CH2:25][CH2:24][NH:23][CH2:22][CH2:21]1)[CH:14]=2.C(=O)([O-])[O-].[Cs+].[Cs+].I[CH2:34][CH2:35][OH:36]. The catalyst is CN(C=O)C. The product is [S:1]1[C:5]2[CH:6]=[CH:7][CH:8]=[CH:9][C:4]=2[N:3]=[C:2]1[C:10]1[C:11](=[O:26])[O:12][C:13]2[C:18]([CH:19]=1)=[CH:17][CH:16]=[C:15]([N:20]1[CH2:25][CH2:24][N:23]([CH2:34][CH2:35][OH:36])[CH2:22][CH2:21]1)[CH:14]=2. The yield is 0.260. (2) The reactants are ClC1C=CC=C(C(OO)=[O:9])C=1.C(Cl)(Cl)Cl.[CH:16]([C:20]1[C:21]([N:34]([CH2:37][CH3:38])[CH2:35][CH3:36])=[N:22][C:23]([S:32][CH3:33])=[N:24][C:25]=1[NH:26][CH2:27][C:28]([F:31])([F:30])[F:29])([CH2:18][CH3:19])[CH3:17].[OH2:39]. No catalyst specified. The product is [CH:16]([C:20]1[C:21]([N:34]([CH2:35][CH3:36])[CH2:37][CH3:38])=[N:22][C:23]([S:32]([CH3:33])(=[O:9])=[O:39])=[N:24][C:25]=1[NH:26][CH2:27][C:28]([F:31])([F:29])[F:30])([CH2:18][CH3:19])[CH3:17]. The yield is 0.520. (3) The reactants are [NH2:1][C:2]1[C:3]([F:21])=[CH:4][C:5]([O:15][CH2:16][C:17]([OH:20])([CH3:19])[CH3:18])=[C:6]([N:8]2[C:12](=[O:13])[N:11]([CH3:14])[N:10]=[N:9]2)[CH:7]=1.Cl[C:23]1[N:28]=[C:27]([NH:29][C@@H:30]2[CH2:38][C@H:37]3[N:33]([CH2:34][CH2:35][CH2:36]3)[C:32]([CH3:40])([CH3:39])[CH2:31]2)[C:26]([C:41]#[N:42])=[CH:25][N:24]=1.C1(S(O)(=O)=O)C=CC=CC=1. The catalyst is CC(O)C. The product is [CH3:39][C:32]1([CH3:40])[CH2:31][C@H:30]([NH:29][C:27]2[C:26]([C:41]#[N:42])=[CH:25][N:24]=[C:23]([NH:1][C:2]3[CH:7]=[C:6]([N:8]4[C:12](=[O:13])[N:11]([CH3:14])[N:10]=[N:9]4)[C:5]([O:15][CH2:16][C:17]([OH:20])([CH3:19])[CH3:18])=[CH:4][C:3]=3[F:21])[N:28]=2)[CH2:38][C@H:37]2[N:33]1[CH2:34][CH2:35][CH2:36]2. The yield is 0.800. (4) The reactants are [CH2:1]([O:3][C:4]1[CH:5]=[C:6]([C@H:12]([N:18]2[CH2:26][C:25]3[C:20](=[C:21]([N+:27]([O-])=O)[CH:22]=[CH:23][CH:24]=3)[C:19]2=[O:30])[CH2:13][S:14]([CH3:17])(=[O:16])=[O:15])[CH:7]=[CH:8][C:9]=1[O:10][CH3:11])[CH3:2]. The catalyst is CO.C(OCC)(=O)C.CO.[Pd]. The product is [NH2:27][C:21]1[CH:22]=[CH:23][CH:24]=[C:25]2[C:20]=1[C:19](=[O:30])[N:18]([C@@H:12]([C:6]1[CH:7]=[CH:8][C:9]([O:10][CH3:11])=[C:4]([O:3][CH2:1][CH3:2])[CH:5]=1)[CH2:13][S:14]([CH3:17])(=[O:15])=[O:16])[CH2:26]2. The yield is 0.550. (5) The reactants are C[N+]1([O-])CC[O:5]CC1.[CH3:9][C:10]1[C:14]2[C:15]([CH:19]=[CH2:20])=[CH:16][CH:17]=[CH:18][C:13]=2[O:12][C:11]=1[C:21]([NH:23][C:24]1[CH:29]=[CH:28][C:27]([C:30]2[CH:35]=[CH:34][C:33]([S:36]([NH:39][C@H:40]([C:44]([O:46][CH3:47])=[O:45])[CH:41]([CH3:43])[CH3:42])(=[O:38])=[O:37])=[CH:32][CH:31]=2)=[CH:26][CH:25]=1)=[O:22].[OH2:48]. The catalyst is C1COCC1.[Os](=O)(=O)(=O)=O. The product is [OH:48][CH:19]([C:15]1[C:14]2[C:10]([CH3:9])=[C:11]([C:21]([NH:23][C:24]3[CH:25]=[CH:26][C:27]([C:30]4[CH:35]=[CH:34][C:33]([S:36]([NH:39][C@H:40]([C:44]([O:46][CH3:47])=[O:45])[CH:41]([CH3:43])[CH3:42])(=[O:38])=[O:37])=[CH:32][CH:31]=4)=[CH:28][CH:29]=3)=[O:22])[O:12][C:13]=2[CH:18]=[CH:17][CH:16]=1)[CH2:20][OH:5]. The yield is 0.852. (6) The reactants are [Br:1][C:2]1[CH:3]=[C:4]([CH:9]=[C:10]([N+:12]([O-])=O)[CH:11]=1)[C:5]([O:7][CH3:8])=[O:6].[BH4-].[Na+]. The catalyst is CO. The product is [NH2:12][C:10]1[CH:9]=[C:4]([CH:3]=[C:2]([Br:1])[CH:11]=1)[C:5]([O:7][CH3:8])=[O:6]. The yield is 0.970. (7) The reactants are Br[C:2]1[CH:3]=[CH:4][C:5]([NH:8][C:9](=[O:20])[C:10]2[CH:15]=[CH:14][C:13]([S:16]([CH3:19])(=[O:18])=[O:17])=[CH:12][CH:11]=2)=[N:6][CH:7]=1.CC1(C)C(C)(C)OB([C:29]2[CH2:30][CH2:31][N:32]([C:35]([O:37][C:38]([CH3:41])([CH3:40])[CH3:39])=[O:36])[CH2:33][CH:34]=2)O1.C(=O)([O-])[O-].[Cs+].[Cs+]. The catalyst is CN(C)C=O.O.C1C=CC(P([C]2[CH][CH][CH][CH]2)C2C=CC=CC=2)=CC=1.C1C=CC(P([C]2[CH][CH][CH][CH]2)C2C=CC=CC=2)=CC=1.Cl[Pd]Cl.[Fe]. The product is [CH3:19][S:16]([C:13]1[CH:14]=[CH:15][C:10]([C:9]([NH:8][C:5]2[CH:4]=[CH:3][C:2]([C:29]3[CH2:34][CH2:33][N:32]([C:35]([O:37][C:38]([CH3:41])([CH3:40])[CH3:39])=[O:36])[CH2:31][CH:30]=3)=[CH:7][N:6]=2)=[O:20])=[CH:11][CH:12]=1)(=[O:18])=[O:17]. The yield is 0.220.